From a dataset of Reaction yield outcomes from USPTO patents with 853,638 reactions. Predict the reaction yield, written as a fraction of the theoretical maximum amount of product (1.0 means a 100% yield; for example, 0.34 means a 34% yield). (1) The reactants are [CH2:1]([O:8][C:9]([NH:11][C@@H:12]([CH3:26])[C:13]([NH:15][N:16]1[CH:20]=[CH:19][C:18]([Br:21])=[C:17]1[C:22]([O:24]C)=O)=[O:14])=[O:10])[C:2]1[CH:7]=[CH:6][CH:5]=[CH:4][CH:3]=1.[N:27]1[CH:32]=[C:31]([NH2:33])[CH:30]=[N:29][CH:28]=1. No catalyst specified. The product is [Br:21][C:18]1[CH:19]=[CH:20][N:16]([NH:15][C:13](=[O:14])[C@@H:12]([NH:11][C:9](=[O:10])[O:8][CH2:1][C:2]2[CH:3]=[CH:4][CH:5]=[CH:6][CH:7]=2)[CH3:26])[C:17]=1[C:22](=[O:24])[NH:33][C:31]1[CH:32]=[N:27][CH:28]=[N:29][CH:30]=1. The yield is 0.620. (2) The reactants are Cl[C:2]1[CH:11]=[C:10]2[C:5]([C:6]([NH:12][C:13]3[CH:18]=[CH:17][C:16]([F:19])=[C:15]([Cl:20])[CH:14]=3)=[N:7][CH:8]=[N:9]2)=[CH:4][C:3]=1[N+:21]([O-:23])=[O:22].[CH3:24][C:25]([N:29]1[CH2:34][CH2:33][N:32]([CH3:35])[CH2:31][CH2:30]1)([CH3:28])[C:26]#[CH:27].C(N(CC)CC)C. The catalyst is CN(C=O)C.[Cu](Cl)Cl.C1C=CC([P]([Pd]([P](C2C=CC=CC=2)(C2C=CC=CC=2)C2C=CC=CC=2)([P](C2C=CC=CC=2)(C2C=CC=CC=2)C2C=CC=CC=2)[P](C2C=CC=CC=2)(C2C=CC=CC=2)C2C=CC=CC=2)(C2C=CC=CC=2)C2C=CC=CC=2)=CC=1. The product is [Cl:20][C:15]1[CH:14]=[C:13]([NH:12][C:6]2[C:5]3[C:10](=[CH:11][C:2]([C:27]#[C:26][C:25]([CH3:28])([N:29]4[CH2:30][CH2:31][N:32]([CH3:35])[CH2:33][CH2:34]4)[CH3:24])=[C:3]([N+:21]([O-:23])=[O:22])[CH:4]=3)[N:9]=[CH:8][N:7]=2)[CH:18]=[CH:17][C:16]=1[F:19]. The yield is 0.370. (3) The catalyst is CS(C)=O. The product is [CH3:1][N:2]([CH3:8])[C@H:3]1[CH2:7][CH2:6][N:5]([C:17]2[C:18]([C:35]3[CH:40]=[CH:39][CH:38]=[CH:37][CH:36]=3)=[C:19]([CH3:34])[C:20]([C:32]#[N:33])=[C:21]3[C:25]=2[O:24][C:23]([CH2:26][C:27]2[O:28][CH:29]=[CH:30][CH:31]=2)=[N:22]3)[CH2:4]1. The reactants are [CH3:1][N:2]([CH3:8])[C@H:3]1[CH2:7][CH2:6][NH:5][CH2:4]1.C(N(CC)CC)C.F[C:17]1[C:18]([C:35]2[CH:40]=[CH:39][CH:38]=[CH:37][CH:36]=2)=[C:19]([CH3:34])[C:20]([C:32]#[N:33])=[C:21]2[C:25]=1[O:24][C:23]([CH2:26][C:27]1[O:28][CH:29]=[CH:30][CH:31]=1)=[N:22]2. The yield is 0.140. (4) The reactants are [F:1][C:2]1[CH:3]=[C:4]2[C:8](=[CH:9][CH:10]=1)[NH:7][C:6](=[O:11])[CH2:5]2.[Br:12]N1C(=O)CCC1=O. The catalyst is C(#N)C. The product is [Br:12][C:9]1[CH:10]=[C:2]([F:1])[CH:3]=[C:4]2[C:8]=1[NH:7][C:6](=[O:11])[CH2:5]2. The yield is 0.696. (5) The reactants are [I:1][C:2]1[CH:7]=[CH:6][C:5]([OH:8])=[CH:4][C:3]=1[N+:9]([O-:11])=[O:10].[CH3:12][O:13][CH2:14][CH2:15]Br.[I-].[Na+].C(=O)([O-])[O-].[K+].[K+]. The catalyst is CC(C)=O. The product is [I:1][C:2]1[CH:7]=[CH:6][C:5]([O:8][CH2:15][CH2:14][O:13][CH3:12])=[CH:4][C:3]=1[N+:9]([O-:11])=[O:10]. The yield is 0.860. (6) The reactants are C(OC(=O)[NH:7][C@H:8]1[CH2:11][C@H:10]([NH:12][C:13]2[C:18]([C:19]#[N:20])=[CH:17][N:16]=[C:15]([NH:21][CH2:22][CH2:23][C:24]3[CH:29]=[CH:28][CH:27]=[C:26]([Cl:30])[CH:25]=3)[N:14]=2)[C:9]1([CH3:32])[CH3:31])(C)(C)C.C(O)(C(F)(F)F)=O. The catalyst is C(Cl)Cl. The product is [NH2:7][C@H:8]1[CH2:11][C@H:10]([NH:12][C:13]2[C:18]([C:19]#[N:20])=[CH:17][N:16]=[C:15]([NH:21][CH2:22][CH2:23][C:24]3[CH:29]=[CH:28][CH:27]=[C:26]([Cl:30])[CH:25]=3)[N:14]=2)[C:9]1([CH3:32])[CH3:31]. The yield is 0.640.